Dataset: Forward reaction prediction with 1.9M reactions from USPTO patents (1976-2016). Task: Predict the product of the given reaction. (1) Given the reactants O=[CH:2][CH2:3][CH2:4][CH2:5][CH2:6][C:7]([O:9][CH2:10][CH3:11])=[O:8].[C:12]1([NH:18]N)[CH:17]=[CH:16][CH:15]=[CH:14][CH:13]=1, predict the reaction product. The product is: [NH:18]1[C:12]2[C:13](=[CH:14][CH:15]=[CH:16][CH:17]=2)[C:3]([CH2:4][CH2:5][CH2:6][C:7]([O:9][CH2:10][CH3:11])=[O:8])=[CH:2]1. (2) Given the reactants Br[CH2:2][C:3]([NH2:5])=[O:4].[OH:6][C:7]1[CH:14]=[CH:13][CH:12]=[CH:11][C:8]=1[C:9]#[N:10].C(=O)([O-])[O-].[K+].[K+], predict the reaction product. The product is: [C:9]([C:8]1[CH:11]=[CH:12][CH:13]=[CH:14][C:7]=1[O:6][CH2:2][C:3]([NH2:5])=[O:4])#[N:10]. (3) Given the reactants I.[O:2]=[C:3]1[N:8]([CH2:9][C:10]#[CH:11])[N:7]=[N:6][C:5]2=[C:12]([C:15](=[NH:26])[NH:16][CH2:17][C:18](=O)[C:19]3[CH:24]=[CH:23][CH:22]=[CH:21][CH:20]=3)[N:13]=[CH:14][N:4]12.I, predict the reaction product. The product is: [C:19]1([C:18]2[N:26]=[C:15]([C:12]3[N:13]=[CH:14][N:4]4[C:3](=[O:2])[N:8]([CH2:9][C:10]#[CH:11])[N:7]=[N:6][C:5]=34)[NH:16][CH:17]=2)[CH:24]=[CH:23][CH:22]=[CH:21][CH:20]=1. (4) Given the reactants C([O:4][CH2:5][C:6]1[N:11]([C:12]2[CH:13]=[C:14]([CH:19]=[CH:20][CH:21]=2)[C:15]([O:17][CH3:18])=[O:16])[C:10](=[O:22])[C:9]([Br:23])=[C:8]([O:24][CH2:25][C:26]2[CH:31]=[CH:30][C:29]([F:32])=[CH:28][C:27]=2[F:33])[CH:7]=1)(=O)C.C([O-])([O-])=O.[K+].[K+], predict the reaction product. The product is: [Br:23][C:9]1[C:10](=[O:22])[N:11]([C:12]2[CH:13]=[C:14]([CH:19]=[CH:20][CH:21]=2)[C:15]([O:17][CH3:18])=[O:16])[C:6]([CH2:5][OH:4])=[CH:7][C:8]=1[O:24][CH2:25][C:26]1[CH:31]=[CH:30][C:29]([F:32])=[CH:28][C:27]=1[F:33]. (5) Given the reactants [CH:1]([C:3]1[C:11]([O:12][CH3:13])=[CH:10][C:9]([CH3:14])=[C:8]2[C:4]=1[CH:5]=[CH:6][N:7]2[C:15]([O:17][C:18]([CH3:21])([CH3:20])[CH3:19])=[O:16])=O.[C:22](Br)(Br)([Br:24])[Br:23].C1C=CC(P(C2C=CC=CC=2)C2C=CC=CC=2)=CC=1, predict the reaction product. The product is: [Br:23][C:22]([Br:24])=[CH:1][C:3]1[C:11]([O:12][CH3:13])=[CH:10][C:9]([CH3:14])=[C:8]2[C:4]=1[CH:5]=[CH:6][N:7]2[C:15]([O:17][C:18]([CH3:21])([CH3:19])[CH3:20])=[O:16]. (6) Given the reactants C(OC([N:8]1[CH2:17][CH2:16][C:15]2[C:10](=[C:11]([N:18]([CH2:25][C:26]([O:28][CH2:29][CH3:30])=[O:27])[C:19](=[O:24])[C:20]([F:23])([F:22])[F:21])[CH:12]=[CH:13][CH:14]=2)[CH2:9]1)=O)(C)(C)C.[ClH:31], predict the reaction product. The product is: [ClH:31].[CH2:29]([O:28][C:26](=[O:27])[CH2:25][N:18]([C:11]1[CH:12]=[CH:13][CH:14]=[C:15]2[C:10]=1[CH2:9][NH:8][CH2:17][CH2:16]2)[C:19](=[O:24])[C:20]([F:21])([F:23])[F:22])[CH3:30]. (7) The product is: [ClH:17].[C:1]([C:5]1[CH:10]=[C:9]([C:11]2[CH:16]=[CH:15][C:14]([Cl:17])=[C:13]([F:18])[CH:12]=2)[C:8]([OH:19])=[C:7]([CH2:20][NH:26][C:22]([CH3:25])([CH3:24])[CH3:23])[CH:6]=1)([CH3:4])([CH3:3])[CH3:2]. Given the reactants [C:1]([C:5]1[CH:6]=[C:7]([CH:20]=O)[C:8]([OH:19])=[C:9]([C:11]2[CH:16]=[CH:15][C:14]([Cl:17])=[C:13]([F:18])[CH:12]=2)[CH:10]=1)([CH3:4])([CH3:3])[CH3:2].[C:22]([NH2:26])([CH3:25])([CH3:24])[CH3:23], predict the reaction product. (8) Given the reactants [Mg:1].[CH2:2]([OH:5])[CH2:3][CH3:4], predict the reaction product. The product is: [CH2:2]([O-:5])[CH2:3][CH3:4].[CH2:2]([O-:5])[CH2:3][CH3:4].[Mg+2:1]. (9) Given the reactants [CH2:1]([O:3][CH2:4][C@@H:5]([OH:8])[CH2:6][OH:7])[CH3:2].[Si:9](Cl)([C:12]([CH3:15])([CH3:14])[CH3:13])([CH3:11])[CH3:10].C(N(CC)CC)C, predict the reaction product. The product is: [CH3:13][C:12]([Si:9]([CH3:11])([CH3:10])[O:7][CH2:6][C@H:5]([OH:8])[CH2:4][O:3][CH2:1][CH3:2])([CH3:15])[CH3:14]. (10) The product is: [Cl:35][C:32]1[CH:31]=[CH:30][C:29]([C:26]2[S:27][CH:28]=[C:24]([CH2:23][S:22][C:4]3[C:5]([C:20]#[N:21])=[C:6]([C:10]4[CH:11]=[CH:12][C:13]([O:16][CH2:17][CH2:18][OH:19])=[CH:14][CH:15]=4)[C:7]([C:8]#[N:9])=[C:2]([NH:39][CH2:36][CH2:37][CH3:38])[N:3]=3)[N:25]=2)=[CH:34][CH:33]=1. Given the reactants Cl[C:2]1[C:7]([C:8]#[N:9])=[C:6]([C:10]2[CH:15]=[CH:14][C:13]([O:16][CH2:17][CH2:18][OH:19])=[CH:12][CH:11]=2)[C:5]([C:20]#[N:21])=[C:4]([S:22][CH2:23][C:24]2[N:25]=[C:26]([C:29]3[CH:34]=[CH:33][C:32]([Cl:35])=[CH:31][CH:30]=3)[S:27][CH:28]=2)[N:3]=1.[CH2:36]([NH2:39])[CH2:37][CH3:38], predict the reaction product.